Dataset: NCI-60 drug combinations with 297,098 pairs across 59 cell lines. Task: Regression. Given two drug SMILES strings and cell line genomic features, predict the synergy score measuring deviation from expected non-interaction effect. (1) Drug 1: CS(=O)(=O)C1=CC(=C(C=C1)C(=O)NC2=CC(=C(C=C2)Cl)C3=CC=CC=N3)Cl. Drug 2: CC12CCC3C(C1CCC2OP(=O)(O)O)CCC4=C3C=CC(=C4)OC(=O)N(CCCl)CCCl.[Na+]. Cell line: HL-60(TB). Synergy scores: CSS=15.7, Synergy_ZIP=11.9, Synergy_Bliss=8.66, Synergy_Loewe=4.80, Synergy_HSA=4.64. (2) Drug 1: CN(C)N=NC1=C(NC=N1)C(=O)N. Drug 2: CS(=O)(=O)OCCCCOS(=O)(=O)C. Cell line: HCT-15. Synergy scores: CSS=5.49, Synergy_ZIP=-0.266, Synergy_Bliss=3.09, Synergy_Loewe=-2.55, Synergy_HSA=-1.78. (3) Drug 1: CC1=C(C(CCC1)(C)C)C=CC(=CC=CC(=CC(=O)O)C)C. Drug 2: CN1C(=O)N2C=NC(=C2N=N1)C(=O)N. Cell line: SR. Synergy scores: CSS=6.22, Synergy_ZIP=-5.95, Synergy_Bliss=-4.45, Synergy_Loewe=-5.25, Synergy_HSA=-4.01. (4) Drug 1: CC1OCC2C(O1)C(C(C(O2)OC3C4COC(=O)C4C(C5=CC6=C(C=C35)OCO6)C7=CC(=C(C(=C7)OC)O)OC)O)O. Drug 2: C1C(C(OC1N2C=NC3=C(N=C(N=C32)Cl)N)CO)O. Cell line: MDA-MB-435. Synergy scores: CSS=18.9, Synergy_ZIP=1.81, Synergy_Bliss=8.55, Synergy_Loewe=3.56, Synergy_HSA=5.09. (5) Drug 1: CC1=C(C(=CC=C1)Cl)NC(=O)C2=CN=C(S2)NC3=CC(=NC(=N3)C)N4CCN(CC4)CCO. Drug 2: C1CCC(C(C1)N)N.C(=O)(C(=O)[O-])[O-].[Pt+4]. Cell line: SK-OV-3. Synergy scores: CSS=17.2, Synergy_ZIP=-5.12, Synergy_Bliss=-4.80, Synergy_Loewe=-14.1, Synergy_HSA=-1.61. (6) Drug 1: CC1OCC2C(O1)C(C(C(O2)OC3C4COC(=O)C4C(C5=CC6=C(C=C35)OCO6)C7=CC(=C(C(=C7)OC)O)OC)O)O. Drug 2: CC1C(C(=O)NC(C(=O)N2CCCC2C(=O)N(CC(=O)N(C(C(=O)O1)C(C)C)C)C)C(C)C)NC(=O)C3=C4C(=C(C=C3)C)OC5=C(C(=O)C(=C(C5=N4)C(=O)NC6C(OC(=O)C(N(C(=O)CN(C(=O)C7CCCN7C(=O)C(NC6=O)C(C)C)C)C)C(C)C)C)N)C. Cell line: CAKI-1. Synergy scores: CSS=44.9, Synergy_ZIP=-1.30, Synergy_Bliss=-1.35, Synergy_Loewe=-0.401, Synergy_HSA=-0.557. (7) Drug 1: CNC(=O)C1=NC=CC(=C1)OC2=CC=C(C=C2)NC(=O)NC3=CC(=C(C=C3)Cl)C(F)(F)F. Drug 2: CCC1(C2=C(COC1=O)C(=O)N3CC4=CC5=C(C=CC(=C5CN(C)C)O)N=C4C3=C2)O.Cl. Cell line: A549. Synergy scores: CSS=7.44, Synergy_ZIP=-4.38, Synergy_Bliss=-7.08, Synergy_Loewe=-43.6, Synergy_HSA=-8.24. (8) Drug 1: CC(C1=C(C=CC(=C1Cl)F)Cl)OC2=C(N=CC(=C2)C3=CN(N=C3)C4CCNCC4)N. Drug 2: C1C(C(OC1N2C=NC(=NC2=O)N)CO)O. Cell line: MDA-MB-231. Synergy scores: CSS=19.6, Synergy_ZIP=-3.30, Synergy_Bliss=2.35, Synergy_Loewe=4.47, Synergy_HSA=4.67. (9) Drug 1: C1=NC2=C(N=C(N=C2N1C3C(C(C(O3)CO)O)F)Cl)N. Drug 2: C1CCC(C(C1)N)N.C(=O)(C(=O)[O-])[O-].[Pt+4]. Cell line: SK-OV-3. Synergy scores: CSS=32.3, Synergy_ZIP=0.693, Synergy_Bliss=6.26, Synergy_Loewe=-20.4, Synergy_HSA=6.43. (10) Drug 1: CN1C(=O)N2C=NC(=C2N=N1)C(=O)N. Drug 2: CC1=C(C(=CC=C1)Cl)NC(=O)C2=CN=C(S2)NC3=CC(=NC(=N3)C)N4CCN(CC4)CCO. Cell line: HL-60(TB). Synergy scores: CSS=22.2, Synergy_ZIP=-3.77, Synergy_Bliss=-3.79, Synergy_Loewe=8.53, Synergy_HSA=-2.36.